Predict the reaction yield, written as a fraction of the theoretical maximum amount of product (1.0 means a 100% yield; for example, 0.34 means a 34% yield). From a dataset of Reaction yield outcomes from USPTO patents with 853,638 reactions. (1) The yield is 0.750. The reactants are Cl[C:2]1[CH:7]=[C:6]([N:8]2[CH2:13][CH2:12][N:11]([CH3:14])[CH2:10][CH2:9]2)[N:5]=[C:4]([NH2:15])[N:3]=1.CC1(C)C(C)(C)OB([C:24]2[CH:33]=[C:32]3[C:27]([CH2:28][CH2:29][N:30]([C:34]([O:36][C:37]([CH3:40])([CH3:39])[CH3:38])=[O:35])[CH2:31]3)=[CH:26][CH:25]=2)O1.C(=O)([O-])[O-].[K+].[K+].O. The product is [NH2:15][C:4]1[N:3]=[C:2]([C:24]2[CH:33]=[C:32]3[C:27]([CH2:28][CH2:29][N:30]([C:34]([O:36][C:37]([CH3:40])([CH3:39])[CH3:38])=[O:35])[CH2:31]3)=[CH:26][CH:25]=2)[CH:7]=[C:6]([N:8]2[CH2:13][CH2:12][N:11]([CH3:14])[CH2:10][CH2:9]2)[N:5]=1. The catalyst is O1CCOCC1.CO.C1(P(C2C=CC=CC=2)[C-]2C=CC=C2)C=CC=CC=1.[C-]1(P(C2C=CC=CC=2)C2C=CC=CC=2)C=CC=C1.[Fe+2].ClCCl.Cl[Pd]Cl. (2) The reactants are [Cl:1][C:2]1[N:3]=[N:4][C:5]([Cl:8])=[CH:6][CH:7]=1.ClC1=C(Cl)C(OC1=O)=[O:13].C(O)(=O)C.OO.NC(N)=O. The catalyst is ClCCCl. The product is [Cl:1][C:2]1[N:3]=[N+:4]([O-:13])[C:5]([Cl:8])=[CH:6][CH:7]=1. The yield is 0.830.